Dataset: Full USPTO retrosynthesis dataset with 1.9M reactions from patents (1976-2016). Task: Predict the reactants needed to synthesize the given product. (1) Given the product [F:34][C:35]1[CH:43]=[CH:42][C:41]([F:44])=[CH:40][C:36]=1[C:37]([N:15]1[CH2:16][CH2:17][N:12]([C:11]2[C:6]3[CH:5]=[C:4]([CH2:2][CH3:3])[S:24][C:7]=3[N:8]=[C:9]([S:18][CH2:19][C:20]([O:22][CH3:23])=[O:21])[N:10]=2)[CH2:13][CH2:14]1)=[O:38], predict the reactants needed to synthesize it. The reactants are: Cl.[CH2:2]([C:4]1[S:24][C:7]2[N:8]=[C:9]([S:18][CH2:19][C:20]([O:22][CH3:23])=[O:21])[N:10]=[C:11]([N:12]3[CH2:17][CH2:16][NH:15][CH2:14][CH2:13]3)[C:6]=2[CH:5]=1)[CH3:3].C(N(C(C)C)CC)(C)C.[F:34][C:35]1[CH:43]=[CH:42][C:41]([F:44])=[CH:40][C:36]=1[C:37](Cl)=[O:38]. (2) Given the product [C:1]1(=[O:6])[O:5][CH2:4][CH2:3][O:2]1.[C:7](=[O:14])([O:8][CH2:9][CH3:12])[O:11][CH3:10], predict the reactants needed to synthesize it. The reactants are: [C:1]1(=[O:6])[O:5][CH:4]=[CH:3][O:2]1.[C:7]1(=[O:14])[O:11][CH2:10][CH:9]([CH:12]=C)[O:8]1.FC1C=CC=CC=1. (3) Given the product [CH3:1][O:2][C:3](=[O:26])[C:4]1[CH:9]=[C:8]([NH:39][CH:36]2[CH2:37][CH2:38][N:34]([C:32]([O:31][C:27]([CH3:30])([CH3:29])[CH3:28])=[O:33])[CH2:35]2)[CH:7]=[N:6][C:5]=1[O:11][C:12]1[CH:17]=[CH:16][C:15]([O:18][C:19]2[CH:24]=[CH:23][CH:22]=[C:21]([F:25])[CH:20]=2)=[CH:14][CH:13]=1, predict the reactants needed to synthesize it. The reactants are: [CH3:1][O:2][C:3](=[O:26])[C:4]1[CH:9]=[C:8](I)[CH:7]=[N:6][C:5]=1[O:11][C:12]1[CH:17]=[CH:16][C:15]([O:18][C:19]2[CH:24]=[CH:23][CH:22]=[C:21]([F:25])[CH:20]=2)=[CH:14][CH:13]=1.[C:27]([O:31][C:32]([N:34]1[CH2:38][CH2:37][CH:36]([NH2:39])[CH2:35]1)=[O:33])([CH3:30])([CH3:29])[CH3:28]. (4) Given the product [F:23][C:17]1[C:18]([F:22])=[CH:19][CH:20]=[CH:21][C:16]=1[C@H:13]1[CH2:12][N:11]([CH2:24][C:25]([F:28])([F:26])[F:27])[C:10](=[O:29])[C@H:9]([NH:8][C:31]([N:58]2[CH2:59][CH2:60][CH:55]([N:47]3[C:48]4[C:49](=[N:50][CH:51]=[CH:52][CH:53]=4)[NH:54][C:46]3=[O:45])[CH2:56][CH2:57]2)=[O:32])[CH2:15][CH2:14]1, predict the reactants needed to synthesize it. The reactants are: C(N(CC)CC)C.[NH2:8][C@@H:9]1[CH2:15][CH2:14][C@@H:13]([C:16]2[CH:21]=[CH:20][CH:19]=[C:18]([F:22])[C:17]=2[F:23])[CH2:12][N:11]([CH2:24][C:25]([F:28])([F:27])[F:26])[C:10]1=[O:29].Cl[C:31](OC1C=CC([N+]([O-])=O)=CC=1)=[O:32].Cl.Cl.[O:45]=[C:46]1[NH:54][C:49]2=[N:50][CH:51]=[CH:52][CH:53]=[C:48]2[N:47]1[CH:55]1[CH2:60][CH2:59][NH:58][CH2:57][CH2:56]1.